Dataset: Full USPTO retrosynthesis dataset with 1.9M reactions from patents (1976-2016). Task: Predict the reactants needed to synthesize the given product. (1) The reactants are: Cl[C:2]1[C:3]([N:24]2[CH2:29][CH2:28][CH2:27][C@H:26]([NH:30][C:31](=[O:37])[O:32][C:33]([CH3:36])([CH3:35])[CH3:34])[CH2:25]2)=[N:4][C:5]([N:8]2[C:16]3[CH:15]=[C:14]([C:17]4[CH:22]=[N:21][CH:20]=[C:19]([CH3:23])[N:18]=4)[N:13]=[CH:12][C:11]=3[CH:10]=[N:9]2)=[CH:6][N:7]=1.[CH3:38]B1OB(C)OB(C)O1.C(=O)([O-])[O-].[Na+].[Na+].O. Given the product [CH3:38][C:2]1[C:3]([N:24]2[CH2:29][CH2:28][CH2:27][C@H:26]([NH:30][C:31](=[O:37])[O:32][C:33]([CH3:36])([CH3:35])[CH3:34])[CH2:25]2)=[N:4][C:5]([N:8]2[C:16]3[CH:15]=[C:14]([C:17]4[CH:22]=[N:21][CH:20]=[C:19]([CH3:23])[N:18]=4)[N:13]=[CH:12][C:11]=3[CH:10]=[N:9]2)=[CH:6][N:7]=1, predict the reactants needed to synthesize it. (2) Given the product [F:28][C:26]([F:27])([F:29])[C:22]1[CH:21]=[C:20]([CH:25]=[CH:24][CH:23]=1)[CH2:19][O:18][C:15]1[N:14]=[CH:13][C:12]([CH2:10][C:3]2[C:4]3[C:5](=[N:6][CH:7]=[CH:8][CH:9]=3)[NH:1][CH:2]=2)=[CH:17][CH:16]=1, predict the reactants needed to synthesize it. The reactants are: [NH:1]1[C:5]2=[N:6][CH:7]=[CH:8][CH:9]=[C:4]2[C:3]([CH:10]([C:12]2[CH:13]=[N:14][C:15]([O:18][CH2:19][C:20]3[CH:25]=[CH:24][CH:23]=[C:22]([C:26]([F:29])([F:28])[F:27])[CH:21]=3)=[CH:16][CH:17]=2)O)=[CH:2]1.C([SiH](CC)CC)C. (3) Given the product [CH3:28][O:1][C:2]1[CH:3]=[C:4]([O:15][C:16]2[CH:21]=[CH:20][C:19]([S:22]([CH3:25])(=[O:24])=[O:23])=[CH:18][N:17]=2)[CH:5]=[C:6]2[C:10]=1[NH:9][C:8]([C:11]([O:13][CH3:14])=[O:12])=[CH:7]2, predict the reactants needed to synthesize it. The reactants are: [OH:1][C:2]1[CH:3]=[C:4]([O:15][C:16]2[CH:21]=[CH:20][C:19]([S:22]([CH3:25])(=[O:24])=[O:23])=[CH:18][N:17]=2)[CH:5]=[C:6]2[C:10]=1[NH:9][C:8]([C:11]([O:13][CH3:14])=[O:12])=[CH:7]2.O.O1CCC[CH2:28]1.